This data is from Forward reaction prediction with 1.9M reactions from USPTO patents (1976-2016). The task is: Predict the product of the given reaction. Given the reactants [CH3:1][NH:2][S:3]([CH2:6][C:7]1[CH:12]=[CH:11][C:10]2[NH:13][CH:14]=[C:15]([CH2:16][CH2:17][N:18]([CH3:20])[CH3:19])[C:9]=2[CH:8]=1)(=[O:5])=[O:4].C(C(O)=O)CC(O)=O.OC1O[C@H](CO)[C@@H](O[C@@H]2O[C@H](CO)[C@H](O)[C@H](O)[C@H]2O)[C@H](O)[C@H]1O, predict the reaction product. The product is: [CH3:1][NH:2][S:3]([CH2:6][C:7]1[CH:12]=[CH:11][C:10]2[NH:13][CH:14]=[C:15]([CH2:16][CH2:17][N:18]([CH3:20])[CH3:19])[C:9]=2[CH:8]=1)(=[O:5])=[O:4].